From a dataset of Reaction yield outcomes from USPTO patents with 853,638 reactions. Predict the reaction yield, written as a fraction of the theoretical maximum amount of product (1.0 means a 100% yield; for example, 0.34 means a 34% yield). The reactants are [C:1]([O:5][C:6](=[O:35])[NH:7][C:8]1([C:12]2[CH:17]=[CH:16][C:15]([C:18]3[C:19]([C:29]4[CH:34]=[CH:33][CH:32]=[CH:31][CH:30]=4)=[CH:20][C:21]4[NH:26][C:25](=[O:27])[CH2:24][O:23][C:22]=4[N:28]=3)=[CH:14][CH:13]=2)[CH2:11][CH2:10][CH2:9]1)([CH3:4])([CH3:3])[CH3:2].[H-].[Na+].I[CH3:39].[NH4+].[Cl-]. The catalyst is CN(C=O)C. The product is [C:1]([O:5][C:6](=[O:35])[NH:7][C:8]1([C:12]2[CH:13]=[CH:14][C:15]([C:18]3[C:19]([C:29]4[CH:30]=[CH:31][CH:32]=[CH:33][CH:34]=4)=[CH:20][C:21]4[N:26]([CH3:39])[C:25](=[O:27])[CH2:24][O:23][C:22]=4[N:28]=3)=[CH:16][CH:17]=2)[CH2:11][CH2:10][CH2:9]1)([CH3:4])([CH3:2])[CH3:3]. The yield is 0.600.